This data is from TCR-epitope binding with 47,182 pairs between 192 epitopes and 23,139 TCRs. The task is: Binary Classification. Given a T-cell receptor sequence (or CDR3 region) and an epitope sequence, predict whether binding occurs between them. (1) The epitope is YLKLTDNVYIK. The TCR CDR3 sequence is CASSQDRDYPGELFF. Result: 0 (the TCR does not bind to the epitope). (2) The epitope is ELAGIGILTV. The TCR CDR3 sequence is CASIPIRWGDTGELFF. Result: 1 (the TCR binds to the epitope). (3) The epitope is LEPLVDLPI. The TCR CDR3 sequence is CASSQVEGFNEQFF. Result: 1 (the TCR binds to the epitope). (4) The epitope is MMISAGFSL. The TCR CDR3 sequence is CASSLWWENTQYF. Result: 0 (the TCR does not bind to the epitope). (5) The epitope is ITEEVGHTDLMAAY. The TCR CDR3 sequence is CASRPVGAADEQYF. Result: 0 (the TCR does not bind to the epitope).